From a dataset of NCI-60 drug combinations with 297,098 pairs across 59 cell lines. Regression. Given two drug SMILES strings and cell line genomic features, predict the synergy score measuring deviation from expected non-interaction effect. (1) Drug 1: CC12CCC3C(C1CCC2=O)CC(=C)C4=CC(=O)C=CC34C. Cell line: T-47D. Drug 2: C1=CC(=CC=C1CCCC(=O)O)N(CCCl)CCCl. Synergy scores: CSS=25.8, Synergy_ZIP=-7.40, Synergy_Bliss=-2.19, Synergy_Loewe=-2.53, Synergy_HSA=0.547. (2) Drug 1: CC1C(C(=O)NC(C(=O)N2CCCC2C(=O)N(CC(=O)N(C(C(=O)O1)C(C)C)C)C)C(C)C)NC(=O)C3=C4C(=C(C=C3)C)OC5=C(C(=O)C(=C(C5=N4)C(=O)NC6C(OC(=O)C(N(C(=O)CN(C(=O)C7CCCN7C(=O)C(NC6=O)C(C)C)C)C)C(C)C)C)N)C. Drug 2: CCC(=C(C1=CC=CC=C1)C2=CC=C(C=C2)OCCN(C)C)C3=CC=CC=C3.C(C(=O)O)C(CC(=O)O)(C(=O)O)O. Cell line: HCC-2998. Synergy scores: CSS=52.6, Synergy_ZIP=7.11, Synergy_Bliss=11.8, Synergy_Loewe=-14.8, Synergy_HSA=11.9. (3) Drug 1: C1=C(C(=O)NC(=O)N1)N(CCCl)CCCl. Drug 2: CNC(=O)C1=NC=CC(=C1)OC2=CC=C(C=C2)NC(=O)NC3=CC(=C(C=C3)Cl)C(F)(F)F. Cell line: SR. Synergy scores: CSS=85.5, Synergy_ZIP=6.03, Synergy_Bliss=6.54, Synergy_Loewe=6.95, Synergy_HSA=9.12. (4) Drug 1: C1=NC2=C(N1)C(=S)N=C(N2)N. Drug 2: B(C(CC(C)C)NC(=O)C(CC1=CC=CC=C1)NC(=O)C2=NC=CN=C2)(O)O. Cell line: SK-MEL-28. Synergy scores: CSS=-3.46, Synergy_ZIP=-2.44, Synergy_Bliss=-4.45, Synergy_Loewe=-8.00, Synergy_HSA=-7.71. (5) Drug 1: CC1C(C(CC(O1)OC2CC(OC(C2O)C)OC3=CC4=CC5=C(C(=O)C(C(C5)C(C(=O)C(C(C)O)O)OC)OC6CC(C(C(O6)C)O)OC7CC(C(C(O7)C)O)OC8CC(C(C(O8)C)O)(C)O)C(=C4C(=C3C)O)O)O)O. Drug 2: C1=NC2=C(N1)C(=S)N=CN2. Cell line: BT-549. Synergy scores: CSS=50.1, Synergy_ZIP=-3.76, Synergy_Bliss=-1.27, Synergy_Loewe=-3.67, Synergy_HSA=0.634. (6) Drug 1: CC12CCC(CC1=CCC3C2CCC4(C3CC=C4C5=CN=CC=C5)C)O. Drug 2: C1=CC=C(C=C1)NC(=O)CCCCCCC(=O)NO. Cell line: M14. Synergy scores: CSS=0.900, Synergy_ZIP=-1.38, Synergy_Bliss=-1.78, Synergy_Loewe=-4.97, Synergy_HSA=-3.71.